This data is from Catalyst prediction with 721,799 reactions and 888 catalyst types from USPTO. The task is: Predict which catalyst facilitates the given reaction. (1) Reactant: [C:1]([O:5][C:6]1[CH:11]=[N:10][CH:9]=[C:8](Cl)[N:7]=1)([CH3:4])([CH3:3])[CH3:2].[CH2:13]([Sn](CCCC)(CCCC)C=C)[CH2:14]CC.C(OCC)(=O)C. Product: [C:1]([O:5][C:6]1[CH:11]=[N:10][CH:9]=[C:8]([CH:13]=[CH2:14])[N:7]=1)([CH3:4])([CH3:3])[CH3:2]. The catalyst class is: 391. (2) Reactant: [Br:1][C:2]1[CH:7]=[CH:6][C:5]([F:8])=[CH:4][C:3]=1[C:9]([N:11]1[CH2:16][CH2:15][N:14]([C:17]2[N:18]=[CH:19][C:20]([C:23]3[N:24]=[N:25][N:26]([CH2:28][C:29]([O:31]CC)=[O:30])[N:27]=3)=[N:21][CH:22]=2)[CH2:13][CH2:12]1)=[O:10].[Li+].[OH-].Cl. Product: [Br:1][C:2]1[CH:7]=[CH:6][C:5]([F:8])=[CH:4][C:3]=1[C:9]([N:11]1[CH2:16][CH2:15][N:14]([C:17]2[N:18]=[CH:19][C:20]([C:23]3[N:24]=[N:25][N:26]([CH2:28][C:29]([OH:31])=[O:30])[N:27]=3)=[N:21][CH:22]=2)[CH2:13][CH2:12]1)=[O:10]. The catalyst class is: 1. (3) Reactant: O[CH2:2][C:3]1[S:4][CH:5]=[CH:6][C:7]=1[S:8]([N:11]([CH3:26])[C:12]1[CH:13]=[CH:14][CH:15]=[C:16]2[C:20]=1[NH:19][C:18]([C:21]1[S:22][CH:23]=[CH:24][N:25]=1)=[CH:17]2)(=[O:10])=[O:9].C(N(CC)CC)C.CS([Cl:38])(=O)=O.O. Product: [Cl:38][CH2:2][C:3]1[S:4][CH:5]=[CH:6][C:7]=1[S:8]([N:11]([CH3:26])[C:12]1[CH:13]=[CH:14][CH:15]=[C:16]2[C:20]=1[NH:19][C:18]([C:21]1[S:22][CH:23]=[CH:24][N:25]=1)=[CH:17]2)(=[O:10])=[O:9]. The catalyst class is: 7. (4) Reactant: C([O:4][C:5]1[CH:13]=[CH:12][C:11]([Cl:14])=[CH:10][C:6]=1[C:7]([OH:9])=O)(=O)C.P(Cl)(Cl)(Cl)=O.N1C=CC=CC=1.[NH2:26][C:27]1[CH:32]=[CH:31][C:30]([N:33]2[CH2:38][CH2:37][N:36](C(=O)C)[CH2:35][CH2:34]2)=[C:29]([F:42])[CH:28]=1.C(=O)([O-])O.[Na+].[OH-].[Na+]. Product: [Cl:14][C:11]1[CH:12]=[CH:13][C:5]([OH:4])=[C:6]([CH:10]=1)[C:7]([NH:26][C:27]1[CH:32]=[CH:31][C:30]([N:33]2[CH2:34][CH2:35][NH:36][CH2:37][CH2:38]2)=[C:29]([F:42])[CH:28]=1)=[O:9]. The catalyst class is: 30. (5) Reactant: C([BH3-])#N.[Na+].C(O)(=O)C.[Cl:9][CH2:10][CH2:11][CH2:12][O:13][C:14]1[CH:23]=[C:22]2[C:17]([C:18]([NH:24][C:25]3[CH:26]=[N:27][C:28]([CH:31]=O)=[N:29][CH:30]=3)=[N:19][CH:20]=[N:21]2)=[CH:16][C:15]=1[O:33][CH3:34].[F:35][C:36]1[CH:42]=[CH:41][C:39]([NH2:40])=[CH:38][C:37]=1[Cl:43]. Product: [Cl:43][C:37]1[CH:38]=[C:39]([NH:40][CH2:31][C:28]2[N:29]=[CH:30][C:25]([NH:24][C:18]3[C:17]4[C:22](=[CH:23][C:14]([O:13][CH2:12][CH2:11][CH2:10][Cl:9])=[C:15]([O:33][CH3:34])[CH:16]=4)[N:21]=[CH:20][N:19]=3)=[CH:26][N:27]=2)[CH:41]=[CH:42][C:36]=1[F:35]. The catalyst class is: 459.